From a dataset of Full USPTO retrosynthesis dataset with 1.9M reactions from patents (1976-2016). Predict the reactants needed to synthesize the given product. (1) Given the product [CH3:13][O:14][C:7]1[N:6]=[C:5]([C:3]([OH:2])=[O:4])[CH:10]=[C:9]([CH3:11])[N:8]=1, predict the reactants needed to synthesize it. The reactants are: C[O:2][C:3]([C:5]1[CH:10]=[C:9]([CH3:11])[N:8]=[C:7](Cl)[N:6]=1)=[O:4].[CH3:13][OH:14]. (2) Given the product [ClH:1].[Cl:1][C:2]1[CH:7]=[CH:6][C:5]([CH2:8][CH:9]2[CH2:14][CH2:13][NH:12][CH2:11][CH2:10]2)=[CH:4][C:3]=1[S:15]([NH2:18])(=[O:16])=[O:17], predict the reactants needed to synthesize it. The reactants are: [Cl:1][C:2]1[CH:7]=[CH:6][C:5]([CH2:8][C:9]2[CH:14]=[CH:13][N:12]=[CH:11][CH:10]=2)=[CH:4][C:3]=1[S:15]([NH2:18])(=[O:17])=[O:16].Cl. (3) Given the product [CH:1]1([C:4]2[N:9]=[C:8]([C:10]([NH:29][C:27]3[CH:26]=[CH:25][C:24]4[N:23]([N:22]=[C:21]([C:15]5[CH:20]=[CH:19][CH:18]=[CH:17][CH:16]=5)[N:30]=4)[CH:28]=3)=[O:12])[C:7]([O:13][CH3:14])=[N:6][CH:5]=2)[CH2:2][CH2:3]1, predict the reactants needed to synthesize it. The reactants are: [CH:1]1([C:4]2[N:9]=[C:8]([C:10]([OH:12])=O)[C:7]([O:13][CH3:14])=[N:6][CH:5]=2)[CH2:3][CH2:2]1.[C:15]1([C:21]2[N:30]=[C:24]3[CH:25]=[CH:26][C:27]([NH2:29])=[CH:28][N:23]3[N:22]=2)[CH:20]=[CH:19][CH:18]=[CH:17][CH:16]=1.CCCP(=O)=O.C(OCC)(=O)C.C(N(CC)C(C)C)(C)C. (4) Given the product [C:6]([O:5][C:3](=[O:4])[CH2:2][NH:16][CH2:15][C:14]1[CH:17]=[CH:18][CH:19]=[C:12]([O:11][CH3:10])[CH:13]=1)([CH3:9])([CH3:8])[CH3:7], predict the reactants needed to synthesize it. The reactants are: Br[CH2:2][C:3]([O:5][C:6]([CH3:9])([CH3:8])[CH3:7])=[O:4].[CH3:10][O:11][C:12]1[CH:13]=[C:14]([CH:17]=[CH:18][CH:19]=1)[CH2:15][NH2:16].Cl. (5) Given the product [CH2:18]([C:20]1[C:24]([CH:25]([NH:1][C:2]2[CH:3]=[CH:4][C:5]([C:8]([NH:10][CH2:11][CH2:12][C:13]([OH:15])=[O:14])=[O:9])=[CH:6][CH:7]=2)[CH2:26][CH:27]([CH3:29])[CH3:28])=[CH:23][N:22]([C:31]2[CH:32]=[CH:33][C:34]([O:37][CH3:38])=[CH:35][CH:36]=2)[N:21]=1)[CH3:19], predict the reactants needed to synthesize it. The reactants are: [NH2:1][C:2]1[CH:7]=[CH:6][C:5]([C:8]([NH:10][CH2:11][CH2:12][C:13]([O:15]CC)=[O:14])=[O:9])=[CH:4][CH:3]=1.[CH2:18]([C:20]1[C:24]([CH:25](O)[CH2:26][CH:27]([CH3:29])[CH3:28])=[CH:23][N:22]([C:31]2[CH:36]=[CH:35][C:34]([O:37][CH3:38])=[CH:33][CH:32]=2)[N:21]=1)[CH3:19]. (6) The reactants are: [CH3:1][N:2]([C:4]([CH2:6][N:7]1[C:15]2[C:10](=[CH:11][CH:12]=[C:13]([C:16]([OH:18])=[O:17])[CH:14]=2)[C:9]([CH:19]2[CH2:24][CH2:23][CH2:22][CH2:21][CH2:20]2)=[C:8]1[C:25]1[CH:26]=[C:27]2[C:32](=[CH:33][CH:34]=1)[N:31]=[C:30]([C:35]1[S:39][C:38]([CH3:40])=[N:37][C:36]=1[CH3:41])[CH:29]=[CH:28]2)=[O:5])[CH3:3].CO[C:44]([C:46]1[CH:54]=C2[C:47]([C:46]([CH:44]3CCCCC3)=[C:54](C3C=C4C(=CC=3)N=C(C3SC(C)=NC=3C)C=C4)N2CC(=O)N(C)C)=C[CH:47]=1)=O.CC1CCNCC1. Given the product [CH:19]1([C:9]2[C:10]3[C:15](=[CH:14][C:13]([C:16]([OH:18])=[O:17])=[CH:12][CH:11]=3)[N:7]([CH2:6][C:4]([N:2]3[CH2:1][CH2:47][CH:46]([CH3:54])[CH2:44][CH2:3]3)=[O:5])[C:8]=2[C:25]2[CH:26]=[C:27]3[C:32](=[CH:33][CH:34]=2)[N:31]=[C:30]([C:35]2[S:39][C:38]([CH3:40])=[N:37][C:36]=2[CH3:41])[CH:29]=[CH:28]3)[CH2:20][CH2:21][CH2:22][CH2:23][CH2:24]1, predict the reactants needed to synthesize it.